This data is from Retrosynthesis with 50K atom-mapped reactions and 10 reaction types from USPTO. The task is: Predict the reactants needed to synthesize the given product. (1) Given the product C[C@H]1CC[C@H](C)N1CC1CCCN1C(=O)c1ccc(-c2ccc(C(F)(F)F)cc2)cc1, predict the reactants needed to synthesize it. The reactants are: C[C@H]1CC[C@H](C)N1.O=C(c1ccc(-c2ccc(C(F)(F)F)cc2)cc1)N1CCC[C@H]1CO. (2) Given the product N#Cc1ccc(COc2cc(Cl)ccc2-c2nc3cc(F)c(F)cc3n2CC2CCCC2)c(F)c1, predict the reactants needed to synthesize it. The reactants are: N#Cc1ccc(CBr)c(F)c1.Oc1cc(Cl)ccc1-c1nc2cc(F)c(F)cc2n1CC1CCCC1. (3) Given the product Clc1ccc(-c2ccnc(Cl)c2)cc1, predict the reactants needed to synthesize it. The reactants are: Clc1cc(I)ccn1.OB(O)c1ccc(Cl)cc1. (4) The reactants are: CCN1C(=O)OC2(CCCN(C3CCN(C(=O)c4c(NC(=O)OC(C)(C)C)sc5ccccc45)CC3)C2)C1=O. Given the product CCN1C(=O)OC2(CCCN(C3CCN(C(=O)c4c(N)sc5ccccc45)CC3)C2)C1=O, predict the reactants needed to synthesize it. (5) Given the product Cc1cccc(C)c1COc1cccc(CCCC(=O)O)c1, predict the reactants needed to synthesize it. The reactants are: Cc1cccc(C)c1COc1cccc(C(=O)CCC(=O)O)c1. (6) Given the product CC(=O)OC[C@H]1O[C@@H](Oc2n[nH]c(C(C)C)c2Cc2ccc(OCCCOS(C)(=O)=O)cc2C)[C@H](OC(C)=O)[C@@H](OC(C)=O)[C@H]1OC(C)=O, predict the reactants needed to synthesize it. The reactants are: CC(=O)OC[C@H]1O[C@@H](Oc2n[nH]c(C(C)C)c2Cc2ccc(OCCCO)cc2C)[C@H](OC(C)=O)[C@@H](OC(C)=O)[C@H]1OC(C)=O.CS(=O)(=O)Cl. (7) The reactants are: CC(=O)N1CCc2cc(Br)cc([N+](=O)[O-])c21. Given the product CC(=O)N1CCc2cc(Br)cc(N)c21, predict the reactants needed to synthesize it. (8) Given the product CCOc1cc(CN2CCC(NC(=O)c3cccc(OC)c3OC)CC2)ccc1Cl, predict the reactants needed to synthesize it. The reactants are: CCOc1cc(CN2CCC(N)CC2)ccc1Cl.COc1cccc(C(=O)O)c1OC. (9) Given the product Cc1nc2c(cc1C=O)CCCCC2, predict the reactants needed to synthesize it. The reactants are: Cc1nc2c(cc1CO)CCCCC2. (10) Given the product O=C(Nc1nc(-c2ccco2)c(C(=O)c2ccccc2)s1)c1ccc(N2CCOCC2)nc1, predict the reactants needed to synthesize it. The reactants are: C1COCCN1.O=C(Nc1nc(-c2ccco2)c(C(=O)c2ccccc2)s1)c1ccc(Cl)nc1.